This data is from Full USPTO retrosynthesis dataset with 1.9M reactions from patents (1976-2016). The task is: Predict the reactants needed to synthesize the given product. (1) Given the product [Cl:1][C:2]1[CH:41]=[CH:40][CH:39]=[CH:38][C:3]=1[CH2:4][NH:5][C:6]1[CH:7]=[C:8]([C:12]2[C:20]3[C:15](=[N:16][C:17]([NH:21][CH2:22][CH2:23][N:24]4[CH2:29][CH2:28][O:27][CH2:26][CH2:25]4)=[N:18][CH:19]=3)[NH:14][N:13]=2)[CH:9]=[CH:10][CH:11]=1, predict the reactants needed to synthesize it. The reactants are: [Cl:1][C:2]1[CH:41]=[CH:40][CH:39]=[CH:38][C:3]=1[CH2:4][NH:5][C:6]1[CH:7]=[C:8]([C:12]2[C:20]3[C:15](=[N:16][C:17]([NH:21][CH2:22][CH2:23][N:24]4[CH2:29][CH2:28][O:27][CH2:26][CH2:25]4)=[N:18][CH:19]=3)[N:14](COCC[Si](C)(C)C)[N:13]=2)[CH:9]=[CH:10][CH:11]=1.C(O)(C(F)(F)F)=O. (2) Given the product [CH2:1]([O:3][C:4](=[O:13])[CH2:5][C:6]1[CH:11]=[CH:10][N:9]=[C:8]([C:23]2[CH:24]=[CH:25][C:26]([C:28]([F:31])([F:29])[F:30])=[CH:27][C:22]=2[CH2:21][N:20]([C:19]([O:18][C:14]([CH3:15])([CH3:17])[CH3:16])=[O:43])[CH2:41][CH3:42])[CH:7]=1)[CH3:2], predict the reactants needed to synthesize it. The reactants are: [CH2:1]([O:3][C:4](=[O:13])[CH2:5][C:6]1[CH:11]=[CH:10][N:9]=[C:8](Cl)[CH:7]=1)[CH3:2].[C:14]([O:18][C:19](=[O:43])[N:20]([CH2:41][CH3:42])[CH2:21][C:22]1[CH:27]=[C:26]([C:28]([F:31])([F:30])[F:29])[CH:25]=[CH:24][C:23]=1B1OC(C)(C)C(C)(C)O1)([CH3:17])([CH3:16])[CH3:15]. (3) The reactants are: [CH:1]([O:4][C:5]([N:7]1[CH2:13][CH2:12][CH2:11][CH:10]([N:14]([C:21](=O)[C:22]2[CH:27]=[C:26]([C:28]([F:31])([F:30])[F:29])[CH:25]=[C:24]([C:32]([F:35])([F:34])[F:33])[CH:23]=2)[C:15]2[CH:16]=[N:17][CH:18]=[CH:19][CH:20]=2)[C:9]2[CH:37]=[C:38]([CH3:45])[C:39]([C:41]([F:44])([F:43])[F:42])=[CH:40][C:8]1=2)=[O:6])([CH3:3])[CH3:2]. Given the product [CH:1]([O:4][C:5]([N:7]1[CH2:13][CH2:12][CH2:11][CH:10]([N:14]([CH2:21][C:22]2[CH:23]=[C:24]([C:32]([F:33])([F:34])[F:35])[CH:25]=[C:26]([C:28]([F:29])([F:30])[F:31])[CH:27]=2)[C:15]2[CH:16]=[N:17][CH:18]=[CH:19][CH:20]=2)[C:9]2[CH:37]=[C:38]([CH3:45])[C:39]([C:41]([F:44])([F:43])[F:42])=[CH:40][C:8]1=2)=[O:6])([CH3:3])[CH3:2], predict the reactants needed to synthesize it. (4) Given the product [CH3:37][O:38][C:39](=[O:56])[C@@H:40]([NH:55][C:31]([C@@H:15]1[CH2:14][C:13]2[CH:12]=[C:11]3[C:20]([O:21][C@@H:8]([C:5]4[CH:6]=[CH:7][C:2]([OH:1])=[CH:3][CH:4]=4)[C:9](=[O:35])[N:10]3[CH3:34])=[CH:19][C:18]=2[CH2:17][N:16]1[C@H:22]([C:25]1[CH:30]=[CH:29][CH:28]=[CH:27][CH:26]=1)[CH2:23][CH3:24])=[O:32])[CH2:41][C:42]1[CH:47]=[CH:46][C:45]([C:48]2[CH:53]=[CH:52][C:51]([F:54])=[CH:50][CH:49]=2)=[CH:44][CH:43]=1, predict the reactants needed to synthesize it. The reactants are: [OH:1][C:2]1[CH:7]=[CH:6][C:5]([C@@H:8]2[O:21][C:20]3[C:11](=[CH:12][C:13]4[CH2:14][C@@H:15]([C:31](O)=[O:32])[N:16]([C@H:22]([C:25]5[CH:30]=[CH:29][CH:28]=[CH:27][CH:26]=5)[CH2:23][CH3:24])[CH2:17][C:18]=4[CH:19]=3)[N:10]([CH3:34])[C:9]2=[O:35])=[CH:4][CH:3]=1.Cl.[CH3:37][O:38][C:39](=[O:56])[C@@H:40]([NH2:55])[CH2:41][C:42]1[CH:47]=[CH:46][C:45]([C:48]2[CH:53]=[CH:52][C:51]([F:54])=[CH:50][CH:49]=2)=[CH:44][CH:43]=1. (5) Given the product [ClH:37].[ClH:37].[CH3:34][S:31]([C:28]1[CH:29]=[CH:30][C:25]([CH2:24][C@@H:23]([N:19]([CH2:20][CH2:21][CH3:22])[CH2:18][CH2:17][CH2:16][CH2:15][N:11]2[CH2:12][CH2:13][CH2:14][NH:8][CH2:9][C:10]2=[O:36])[CH3:35])=[CH:26][CH:27]=1)(=[O:32])=[O:33], predict the reactants needed to synthesize it. The reactants are: C(OC([N:8]1[CH2:14][CH2:13][CH2:12][N:11]([CH2:15][CH2:16][CH2:17][CH2:18][N:19]([C@@H:23]([CH3:35])[CH2:24][C:25]2[CH:30]=[CH:29][C:28]([S:31]([CH3:34])(=[O:33])=[O:32])=[CH:27][CH:26]=2)[CH2:20][CH2:21][CH3:22])[C:10](=[O:36])[CH2:9]1)=O)(C)(C)C.[ClH:37].C(=O)([O-])[O-].[Na+].[Na+].